From a dataset of Full USPTO retrosynthesis dataset with 1.9M reactions from patents (1976-2016). Predict the reactants needed to synthesize the given product. (1) Given the product [OH:6][CH:7]([CH2:13][C:14]1[CH:19]=[CH:18][C:17]([O:20][CH2:21][C:22]2[CH:27]=[CH:26][CH:25]=[CH:24][CH:23]=2)=[CH:16][CH:15]=1)[C:8]([OH:10])=[O:9], predict the reactants needed to synthesize it. The reactants are: C([O-])(=O)CC.[OH:6][CH:7]([CH2:13][C:14]1[CH:19]=[CH:18][C:17]([O:20][CH2:21][C:22]2[CH:27]=[CH:26][CH:25]=[CH:24][CH:23]=2)=[CH:16][CH:15]=1)[C:8]([O:10]CC)=[O:9].Cl. (2) The reactants are: [Cl:1][C:2]1[CH:7]=[CH:6][C:5]([C:8]2[CH:13]=[C:12]([C:14]([F:17])([F:16])[F:15])[N:11]=[C:10]([N:18]3[CH:22]=[C:21](I)[N:20]=[CH:19]3)[N:9]=2)=[CH:4][CH:3]=1.[Cl-].[Li+].C([Mg]Cl)(C)C.[CH2:31]([Sn:35](Cl)([CH2:40][CH2:41][CH2:42][CH3:43])[CH2:36][CH2:37][CH2:38][CH3:39])[CH2:32][CH2:33][CH3:34].[Cl-].[NH4+]. Given the product [Cl:1][C:2]1[CH:7]=[CH:6][C:5]([C:8]2[CH:13]=[C:12]([C:14]([F:17])([F:16])[F:15])[N:11]=[C:10]([N:18]3[CH:22]=[C:21]([Sn:35]([CH2:36][CH2:37][CH2:38][CH3:39])([CH2:40][CH2:41][CH2:42][CH3:43])[CH2:31][CH2:32][CH2:33][CH3:34])[N:20]=[CH:19]3)[N:9]=2)=[CH:4][CH:3]=1, predict the reactants needed to synthesize it.